From a dataset of TCR-epitope binding with 47,182 pairs between 192 epitopes and 23,139 TCRs. Binary Classification. Given a T-cell receptor sequence (or CDR3 region) and an epitope sequence, predict whether binding occurs between them. (1) The epitope is RLRPGGKKK. The TCR CDR3 sequence is CASTSDATNEKLFF. Result: 0 (the TCR does not bind to the epitope). (2) The epitope is RQLLFVVEV. The TCR CDR3 sequence is CASSPADPFSNTQYF. Result: 0 (the TCR does not bind to the epitope). (3) The epitope is FLNRFTTTL. The TCR CDR3 sequence is CASSTSAGSYNEQFF. Result: 0 (the TCR does not bind to the epitope). (4) The epitope is QARQMVQAMRTIGTHP. The TCR CDR3 sequence is CASSLKGALDNSPLHF. Result: 0 (the TCR does not bind to the epitope).